Dataset: Peptide-MHC class II binding affinity with 134,281 pairs from IEDB. Task: Regression. Given a peptide amino acid sequence and an MHC pseudo amino acid sequence, predict their binding affinity value. This is MHC class II binding data. (1) The peptide sequence is EHKRHSTKYHLSRTV. The MHC is DRB1_0101 with pseudo-sequence DRB1_0101. The binding affinity (normalized) is 0.456. (2) The peptide sequence is PKYVKQNTLKLAT. The MHC is DRB1_0301 with pseudo-sequence DRB1_0301. The binding affinity (normalized) is 0.175. (3) The peptide sequence is PFPQPQQPFCQQPQR. The MHC is HLA-DPA10103-DPB10401 with pseudo-sequence HLA-DPA10103-DPB10401. The binding affinity (normalized) is 0. (4) The peptide sequence is WIILGLNKIVRMYSPISI. The MHC is DRB1_0901 with pseudo-sequence DRB1_0901. The binding affinity (normalized) is 0.443. (5) The peptide sequence is AFAATANPWASQRF. The MHC is DRB1_0101 with pseudo-sequence DRB1_0101. The binding affinity (normalized) is 0.445. (6) The peptide sequence is GELQIVDTIDAAFKI. The MHC is DRB1_0802 with pseudo-sequence DRB1_0802. The binding affinity (normalized) is 0.550.